The task is: Predict the reactants needed to synthesize the given product.. This data is from Retrosynthesis with 50K atom-mapped reactions and 10 reaction types from USPTO. The reactants are: CC(=O)N1[C@H](C(=O)[O-])CC(=O)c2ccccc2N(Cc2ccccc2)C(=O)[C@H]1CC12CC3CC(CC(C3)C1)C2.NCC(=O)OCc1ccccc1. Given the product CC(=O)N1[C@H](C(=O)NCC(=O)OCc2ccccc2)CC(=O)c2ccccc2N(Cc2ccccc2)C(=O)[C@H]1CC12CC3CC(CC(C3)C1)C2, predict the reactants needed to synthesize it.